From a dataset of Forward reaction prediction with 1.9M reactions from USPTO patents (1976-2016). Predict the product of the given reaction. (1) Given the reactants [Br:1][C:2]1[CH:3]=[C:4]([C:13]([O:15][CH3:16])=[O:14])[C:5]2[C:6]([CH:11]=[O:12])=[N:7][NH:8][C:9]=2[CH:10]=1.C([O-])([O-])=O.[K+].[K+].I[CH:24]([CH3:26])[CH3:25], predict the reaction product. The product is: [Br:1][C:2]1[CH:3]=[C:4]([C:13]([O:15][CH3:16])=[O:14])[C:5]2[C:6]([CH:11]=[O:12])=[N:7][N:8]([CH:24]([CH3:26])[CH3:25])[C:9]=2[CH:10]=1. (2) Given the reactants I[C:2]1[CH:7]=[CH:6][C:5]([NH2:8])=[C:4]([C:9]([F:12])([F:11])[F:10])[CH:3]=1.[CH3:13][N:14](C=O)C, predict the reaction product. The product is: [NH2:8][C:5]1[CH:6]=[CH:7][C:2]([C:13]#[N:14])=[CH:3][C:4]=1[C:9]([F:12])([F:11])[F:10]. (3) The product is: [BrH:10].[NH2:7][CH2:6][C:5]1[CH:8]=[CH:9][C:2]([OH:1])=[C:3]([Br:10])[CH:4]=1. Given the reactants [OH:1][C:2]1[CH:9]=[CH:8][C:5]([CH2:6][NH2:7])=[CH:4][CH:3]=1.[BrH:10].BrBr, predict the reaction product. (4) Given the reactants [Br:1][C:2]1[CH:7]=[CH:6][C:5]([CH3:8])=[CH:4][N:3]=1.C1C=C(Cl)C=C(C(OO)=[O:17])C=1, predict the reaction product. The product is: [Br:1][C:2]1[CH:7]=[CH:6][C:5]([CH3:8])=[CH:4][N+:3]=1[O-:17].